From a dataset of Reaction yield outcomes from USPTO patents with 853,638 reactions. Predict the reaction yield, written as a fraction of the theoretical maximum amount of product (1.0 means a 100% yield; for example, 0.34 means a 34% yield). (1) The reactants are CC[N:3](C1C=CC=CC=1)CC.[OH:12][C:13]1[CH:22]=[CH:21][C:20]2[C:15](=[CH:16][CH:17]=[CH:18][CH:19]=2)[C:14]=1[C:23]([OH:25])=O.Cl.CN(C)CCCN=C=NCC.ON1C2C=CC=CC=2N=N1. The catalyst is C1COCC1. The product is [OH:12][C:13]1[CH:22]=[CH:21][C:20]2[C:15](=[CH:16][CH:17]=[CH:18][CH:19]=2)[C:14]=1[C:23]([NH2:3])=[O:25]. The yield is 1.00. (2) The reactants are [CH:1]1([S:4](Cl)(=[O:6])=[O:5])[CH2:3][CH2:2]1.N1C=CC=CC=1.[CH3:14][CH2:15][CH2:16][CH2:17][OH:18]. No catalyst specified. The product is [CH:1]1([S:4]([O:18][CH2:17][CH2:16][CH2:15][CH3:14])(=[O:6])=[O:5])[CH2:3][CH2:2]1. The yield is 0.740. (3) The reactants are [H-].[Na+].[CH3:3][CH2:4][O:5][C:6]([CH:8]([C:16]([O:18][CH2:19][CH3:20])=[O:17])[CH2:9][C:10]1[CH:15]=[CH:14][CH:13]=[CH:12][CH:11]=1)=[O:7].Cl.[CH2:22]([C:26]1[N:27]([CH2:33][C:34]2[CH:39]=[CH:38][CH:37]=[CH:36][C:35]=2[Cl:40])[C:28](CCl)=[CH:29][N:30]=1)[CH2:23][CH2:24][CH3:25]. The catalyst is CN(C)C=O. The product is [CH2:22]([C:26]1[N:27]([CH2:33][C:34]2[CH:39]=[CH:38][CH:37]=[CH:36][C:35]=2[Cl:40])[C:28]([C:8]([CH2:9][C:10]2[CH:15]=[CH:14][CH:13]=[CH:12][CH:11]=2)([C:6]([O:5][CH2:4][CH3:3])=[O:7])[C:16]([O:18][CH2:19][CH3:20])=[O:17])=[CH:29][N:30]=1)[CH2:23][CH2:24][CH3:25]. The yield is 0.850. (4) The reactants are [CH:1]1[C:10]2[C:5](=[CH:6][CH:7]=[CH:8][CH:9]=2)[CH:4]=[CH:3][C:2]=1[S:11](Cl)(=[O:13])=[O:12].[NH:15]1[C:23]2[C:18](=[CH:19][CH:20]=[CH:21][CH:22]=2)[CH:17]=[CH:16]1. No catalyst specified. The product is [CH:1]1[C:10]2[C:5](=[CH:6][CH:7]=[CH:8][CH:9]=2)[CH:4]=[CH:3][C:2]=1[S:11]([N:15]1[C:23]2[C:18](=[CH:19][CH:20]=[CH:21][CH:22]=2)[CH:17]=[CH:16]1)(=[O:13])=[O:12]. The yield is 0.920. (5) The reactants are Br[C:2]1[CH:23]=[CH:22][C:5]([C:6]([NH:8][S:9]([C:12]2[CH:17]=[CH:16][CH:15]=[CH:14][C:13]=2[S:18](=[O:21])(=[O:20])[NH2:19])(=[O:11])=[O:10])=[O:7])=[CH:4][C:3]=1[OH:24].[CH3:25][O:26][C:27]([CH3:31])([CH3:30])[C:28]#[CH:29]. No catalyst specified. The product is [OH:24][C:3]1[CH:4]=[C:5]([CH:22]=[CH:23][C:2]=1[C:29]#[C:28][C:27]([O:26][CH3:25])([CH3:31])[CH3:30])[C:6]([NH:8][S:9]([C:12]1[CH:17]=[CH:16][CH:15]=[CH:14][C:13]=1[S:18](=[O:21])(=[O:20])[NH2:19])(=[O:11])=[O:10])=[O:7]. The yield is 0.310. (6) The product is [I:10][CH2:9][CH2:8][C@H:2]([O:1][Si:25]([CH2:30][CH3:31])([CH2:28][CH3:29])[CH2:26][CH3:27])[C:3]([O:5][CH2:6][CH3:7])=[O:4]. The yield is 0.760. The catalyst is C(Cl)Cl. The reactants are [OH:1][C@@H:2]([CH2:8][CH2:9][I:10])[C:3]([O:5][CH2:6][CH3:7])=[O:4].N1C(C)=CC=CC=1C.FC(F)(F)S(O[Si:25]([CH2:30][CH3:31])([CH2:28][CH3:29])[CH2:26][CH3:27])(=O)=O. (7) The reactants are [CH3:1][CH:2]([CH3:18])[C:3]([NH:5][C:6]1[CH:11]=[CH:10][CH:9]=[C:8]([CH:12]2[CH2:17][CH2:16][NH:15][CH2:14][CH2:13]2)[CH:7]=1)=[O:4].[C:19]1([CH2:25][CH2:26][CH2:27][CH2:28]Cl)[CH:24]=[CH:23][CH:22]=[CH:21][CH:20]=1.C(N(C(C)C)CC)(C)C. The catalyst is [I-].C([N+](CCCC)(CCCC)CCCC)CCC.O1CCOCC1. The product is [CH3:1][CH:2]([CH3:18])[C:3]([NH:5][C:6]1[CH:11]=[CH:10][CH:9]=[C:8]([CH:12]2[CH2:17][CH2:16][N:15]([CH2:28][CH2:27][CH2:26][CH2:25][C:19]3[CH:24]=[CH:23][CH:22]=[CH:21][CH:20]=3)[CH2:14][CH2:13]2)[CH:7]=1)=[O:4]. The yield is 0.251. (8) The reactants are CC[N:3]([CH2:6][CH3:7])CC.[CH3:20][C:19]([O:18][C:16](O[C:16]([O:18][C:19]([CH3:22])([CH3:21])[CH3:20])=[O:17])=[O:17])([CH3:22])[CH3:21].[CH3:23]O. The catalyst is CN(C1C=CN=CC=1)C. The product is [C:16]([NH:3][CH:6]1[CH2:7][CH2:23]1)([O:18][C:19]([CH3:20])([CH3:21])[CH3:22])=[O:17]. The yield is 0.150. (9) The reactants are [Br:1][C:2]1[C:3]([N:17]2[CH2:22][CH2:21][CH2:20][C@@H:19]([NH:23]C(=O)OC(C)(C)C)[CH2:18]2)=[C:4]2[C:10]([NH:11][C:12]([NH:14][CH2:15][CH3:16])=[O:13])=[CH:9][NH:8][C:5]2=[N:6][CH:7]=1.C(O)(C(F)(F)F)=O.C(Cl)[Cl:39]. The yield is 0.815. No catalyst specified. The product is [ClH:39].[NH2:23][C@@H:19]1[CH2:20][CH2:21][CH2:22][N:17]([C:3]2[C:2]([Br:1])=[CH:7][N:6]=[C:5]3[NH:8][CH:9]=[C:10]([NH:11][C:12]([NH:14][CH2:15][CH3:16])=[O:13])[C:4]=23)[CH2:18]1. (10) The reactants are [Cl:1][C:2]1[C:3]([O:17][CH3:18])=[CH:4][CH:5]=[C:6]2[C:11]=1[N:10]=[C:9]([C:12]([O:14]C)=[O:13])[CH:8]=[C:7]2[OH:16].CO.C1COCC1.[Li+].[OH-]. The catalyst is O. The product is [Cl:1][C:2]1[C:3]([O:17][CH3:18])=[CH:4][CH:5]=[C:6]2[C:11]=1[N:10]=[C:9]([C:12]([OH:14])=[O:13])[CH:8]=[C:7]2[OH:16]. The yield is 0.996.